This data is from Reaction yield outcomes from USPTO patents with 853,638 reactions. The task is: Predict the reaction yield, written as a fraction of the theoretical maximum amount of product (1.0 means a 100% yield; for example, 0.34 means a 34% yield). The reactants are [CH:1](=O)[C:2]1[CH:7]=[CH:6][CH:5]=[CH:4][CH:3]=1.[CH2:9]([N:11]([C:13]1[NH:18][C:17](=[O:19])[N:16]([CH3:20])[C:15](=[O:21])[CH:14]=1)[NH2:12])[CH3:10].[N:22]([O-])=O.[Na+]. The catalyst is C(O)(=O)C. The product is [CH2:9]([N:11]1[C:13]2=[N:18][C:17](=[O:19])[N:16]([CH3:20])[C:15](=[O:21])[C:14]2=[N:22][C:1]([C:2]2[CH:7]=[CH:6][CH:5]=[CH:4][CH:3]=2)=[N:12]1)[CH3:10]. The yield is 0.288.